Dataset: Reaction yield outcomes from USPTO patents with 853,638 reactions. Task: Predict the reaction yield, written as a fraction of the theoretical maximum amount of product (1.0 means a 100% yield; for example, 0.34 means a 34% yield). (1) The reactants are [Na].[N:2]1([C:8]([NH2:10])=[NH:9])[CH2:7][CH2:6][CH2:5][CH2:4][CH2:3]1.[C:11]([O:15][C:16]([N:18]1[CH2:23][CH2:22][CH:21]([C:24](=O)[CH2:25][C:26](OCC)=[O:27])[CH2:20][CH2:19]1)=[O:17])([CH3:14])([CH3:13])[CH3:12]. The catalyst is C(O)C. The product is [C:11]([O:15][C:16]([N:18]1[CH2:19][CH2:20][CH:21]([C:24]2[CH:25]=[C:26]([OH:27])[N:10]=[C:8]([N:2]3[CH2:7][CH2:6][CH2:5][CH2:4][CH2:3]3)[N:9]=2)[CH2:22][CH2:23]1)=[O:17])([CH3:14])([CH3:13])[CH3:12]. The yield is 0.450. (2) The reactants are [CH2:1]([C:3]1[NH:4][C:5]2[C:10]([C:11]=1[I:12])=[CH:9][CH:8]=[C:7]([N+:13]([O-:15])=[O:14])[CH:6]=2)[CH3:2].CN(C=O)C.[CH2:21](I)[CH3:22]. The catalyst is C(OCC)(=O)C. The product is [CH2:21]([N:4]1[C:5]2[C:10](=[CH:9][CH:8]=[C:7]([N+:13]([O-:15])=[O:14])[CH:6]=2)[C:11]([I:12])=[C:3]1[CH2:1][CH3:2])[CH3:22]. The yield is 0.860. (3) The reactants are P([O-])([O-])([O-])=O.[K+].[K+].[K+].[C:9]([C:13]1[CH:14]=[C:15](B(O)O)[CH:16]=[C:17]([C:19]([CH3:22])([CH3:21])[CH3:20])[CH:18]=1)([CH3:12])([CH3:11])[CH3:10].Br[C:27]1[CH:35]=[CH:34][CH:33]=[C:32]2[C:28]=1[CH:29]=[CH:30][CH:31]2[C:36]([CH:39]1[C:47]2[C:42](=[C:43](Br)[CH:44]=[CH:45][CH:46]=2)[CH:41]=[CH:40]1)([CH3:38])[CH3:37]. The catalyst is Cl[Pd](Cl)([P](C1C=CC=CC=1)(C1C=CC=CC=1)C1C=CC=CC=1)[P](C1C=CC=CC=1)(C1C=CC=CC=1)C1C=CC=CC=1.C1(P(C2C=CC=CC=2)C2C=CC=CC=2)C=CC=CC=1.O.COCCOC. The product is [CH3:37][C:36]([CH3:38])([CH:31]1[C:32]2[C:28](=[C:27]([C:15]3[CH:14]=[C:13]([C:9]([CH3:11])([CH3:10])[CH3:12])[CH:18]=[C:17]([C:19]([CH3:22])([CH3:21])[CH3:20])[CH:16]=3)[CH:35]=[CH:34][CH:33]=2)[CH:29]=[CH:30]1)[CH:39]1[C:47]2[C:42](=[C:43]([C:15]3[CH:14]=[C:13]([C:9]([CH3:12])([CH3:11])[CH3:10])[CH:18]=[C:17]([C:19]([CH3:22])([CH3:21])[CH3:20])[CH:16]=3)[CH:44]=[CH:45][CH:46]=2)[CH:41]=[CH:40]1. The yield is 0.600. (4) The reactants are Cl[CH2:2][C:3]1[N:4]=[C:5]([CH3:8])[S:6][CH:7]=1.[N:9]([Si](C)(C)C)=[N+:10]=[N-:11].[F-].C([N+](CCCC)(CCCC)CCCC)CCC.O. The catalyst is C1COCC1. The product is [N:9]([CH2:2][C:3]1[N:4]=[C:5]([CH3:8])[S:6][CH:7]=1)=[N+:10]=[N-:11]. The yield is 0.450. (5) The reactants are C[Al](C)C.[CH3:5][C:6]1[N:7]=[CH:8][C:9]([NH2:12])=[N:10][CH:11]=1.[OH:13][C@H:14]([CH2:19][O:20][C@@H:21]([CH3:34])[CH2:22][O:23][Si:24]([CH:31]([CH3:33])[CH3:32])([CH:28]([CH3:30])[CH3:29])[CH:25]([CH3:27])[CH3:26])[C:15](OC)=[O:16].[C@H](O)(C([O-])=O)[C@@H](O)C([O-])=O.[Na+].[K+]. The product is [OH:13][C@@H:14]([CH2:19][O:20][C@H:21]([CH3:34])[CH2:22][O:23][Si:24]([CH:28]([CH3:30])[CH3:29])([CH:31]([CH3:33])[CH3:32])[CH:25]([CH3:26])[CH3:27])[C:15]([NH:12][C:9]1[CH:8]=[N:7][C:6]([CH3:5])=[CH:11][N:10]=1)=[O:16]. The catalyst is C1(C)C=CC=CC=1.C(OCC)(=O)C. The yield is 0.640. (6) The reactants are [NH2:1][C@H:2]1[C@@H:7]([CH3:8])[CH2:6][C@@H:5]([C:9]2[CH:14]=[CH:13][N:12]=[CH:11][C:10]=2[NH:15][C:16](=[O:32])[C:17]2[CH:22]=[CH:21][C:20]([F:23])=[C:19]([C:24]3[C:29]([F:30])=[CH:28][CH:27]=[CH:26][C:25]=3[F:31])[N:18]=2)[CH2:4][C@H:3]1[NH:33]C(=O)OC(C)(C)C.CCN([CH:47]([CH3:49])C)C(C)C.[C:50]([O-])([OH:52])=[O:51].[Na+]. The catalyst is C(Cl)Cl. The product is [NH2:33][C@@H:3]1[CH2:4][C@H:5]([C:9]2[CH:14]=[CH:13][N:12]=[CH:11][C:10]=2[NH:15][C:16](=[O:32])[C:17]2[CH:22]=[CH:21][C:20]([F:23])=[C:19]([C:24]3[C:29]([F:30])=[CH:28][CH:27]=[CH:26][C:25]=3[F:31])[N:18]=2)[CH2:6][C@H:7]([CH3:8])[C@@H:2]1[NH:1][C:50](=[O:51])[O:52][CH2:47][CH3:49]. The yield is 0.140.